This data is from Forward reaction prediction with 1.9M reactions from USPTO patents (1976-2016). The task is: Predict the product of the given reaction. Given the reactants [NH2:1][C@H:2]1[CH2:7][CH2:6][N:5]([C:8]([O:10][C:11]([CH3:14])([CH3:13])[CH3:12])=[O:9])[CH2:4][C@H:3]1[O:15][CH3:16].[Br:17][C:18]1[N:19]=[C:20]([C:24](O)=[O:25])[NH:21][C:22]=1[CH3:23].CCN=C=NCCCN(C)C.Cl.C1C=CC2N(O)N=NC=2C=1, predict the reaction product. The product is: [Br:17][C:18]1[N:19]=[C:20]([C:24]([NH:1][C@H:2]2[CH2:7][CH2:6][N:5]([C:8]([O:10][C:11]([CH3:12])([CH3:13])[CH3:14])=[O:9])[CH2:4][C@H:3]2[O:15][CH3:16])=[O:25])[NH:21][C:22]=1[CH3:23].